Dataset: Full USPTO retrosynthesis dataset with 1.9M reactions from patents (1976-2016). Task: Predict the reactants needed to synthesize the given product. (1) Given the product [ClH:12].[Br:1][C:2]1[CH:7]=[N:6][CH:5]=[C:4]([CH2:8][Cl:12])[CH:3]=1, predict the reactants needed to synthesize it. The reactants are: [Br:1][C:2]1[CH:3]=[C:4]([CH2:8]O)[CH:5]=[N:6][CH:7]=1.S(Cl)([Cl:12])=O. (2) Given the product [Br:1][C:2]1[O:6][C:5]([C:7]([O:9][CH2:16][CH:10]2[CH2:15][CH2:14][CH2:13][CH2:12][CH2:11]2)=[O:8])=[CH:4][CH:3]=1, predict the reactants needed to synthesize it. The reactants are: [Br:1][C:2]1[O:6][C:5]([C:7]([OH:9])=[O:8])=[CH:4][CH:3]=1.[CH:10]1([CH2:16]Br)[CH2:15][CH2:14][CH2:13][CH2:12][CH2:11]1.C([O-])([O-])=O.[K+].[K+]. (3) The reactants are: [N+:1]([C:4]1[C:13]2[C:8](=[CH:9][CH:10]=[CH:11][CH:12]=2)[C:7]([OH:14])=[CH:6][CH:5]=1)([O-:3])=[O:2].C1(P(C2C=CC=CC=2)C2C=CC=CC=2)C=CC=CC=1.[NH2:34][C:35]1[CH:40]=[C:39]([CH2:41]O)[CH:38]=[CH:37][N:36]=1.N(C(OC(C)C)=O)=NC(OC(C)C)=O. Given the product [NH2:34][C:35]1[CH:40]=[C:39]([CH2:41][O:14][C:7]2[C:8]3[C:13](=[CH:12][CH:11]=[CH:10][CH:9]=3)[C:4]([N+:1]([O-:3])=[O:2])=[CH:5][CH:6]=2)[CH:38]=[CH:37][N:36]=1, predict the reactants needed to synthesize it. (4) Given the product [NH2:1][C:4]1[CH:12]=[C:11]2[C:7]([C:8]([CH2:13][C:14]#[N:15])=[CH:9][NH:10]2)=[CH:6][CH:5]=1, predict the reactants needed to synthesize it. The reactants are: [N+:1]([C:4]1[CH:12]=[C:11]2[C:7]([C:8]([CH2:13][C:14]#[N:15])=[CH:9][NH:10]2)=[CH:6][CH:5]=1)([O-])=O. (5) Given the product [C:42]([N:22]1[CH2:21][CH2:20][C:19]([CH2:18][CH2:17][N:16]2[C@H:14]3[CH2:13][CH2:12][C@@H:11]2[CH2:10][CH:9]([N:8]2[C:7]4[CH:31]=[CH:32][CH:33]=[CH:34][C:6]=4[N:5]=[C:4]2[CH3:3])[CH2:15]3)([C:25]2[CH:30]=[CH:29][CH:28]=[CH:27][CH:26]=2)[CH2:24][CH2:23]1)(=[O:49])[C:43]1[CH:48]=[CH:47][CH:46]=[CH:45][CH:44]=1, predict the reactants needed to synthesize it. The reactants are: Cl.Cl.[CH3:3][C:4]1[N:8]([CH:9]2[CH2:15][CH:14]3[N:16]([CH2:17][CH2:18][C:19]4([C:25]5[CH:30]=[CH:29][CH:28]=[CH:27][CH:26]=5)[CH2:24][CH2:23][NH:22][CH2:21][CH2:20]4)[CH:11]([CH2:12][CH2:13]3)[CH2:10]2)[C:7]2[CH:31]=[CH:32][CH:33]=[CH:34][C:6]=2[N:5]=1.C(N(CC)CC)C.[C:42](Cl)(=[O:49])[C:43]1[CH:48]=[CH:47][CH:46]=[CH:45][CH:44]=1. (6) Given the product [C:1]([NH:4][C:5]1[CH:30]=[CH:29][C:8]([C:9]([NH:11][C:12]2[S:16][C:15]([NH:17][C:18]3[CH:23]=[CH:22][C:21]([OH:24])=[CH:20][CH:19]=3)=[N:14][C:13]=2[C:26]([NH2:28])=[O:27])=[O:10])=[CH:7][CH:6]=1)(=[O:3])[CH3:2], predict the reactants needed to synthesize it. The reactants are: [C:1]([NH:4][C:5]1[CH:30]=[CH:29][C:8]([C:9]([NH:11][C:12]2[S:16][C:15]([NH:17][C:18]3[CH:23]=[CH:22][C:21]([O:24]C)=[CH:20][CH:19]=3)=[N:14][C:13]=2[C:26]([NH2:28])=[O:27])=[O:10])=[CH:7][CH:6]=1)(=[O:3])[CH3:2].B(Br)(Br)Br. (7) Given the product [Br:9][C:10]1[C:11]([CH:21]=[O:22])=[CH:12][C:13]([O:16][CH3:17])=[N:14][CH:15]=1, predict the reactants needed to synthesize it. The reactants are: [Li+].CC([N-]C(C)C)C.[Br:9][C:10]1[CH:11]=[CH:12][C:13]([O:16][CH3:17])=[N:14][CH:15]=1.CN([CH:21]=[O:22])C.O.